This data is from Reaction yield outcomes from USPTO patents with 853,638 reactions. The task is: Predict the reaction yield, written as a fraction of the theoretical maximum amount of product (1.0 means a 100% yield; for example, 0.34 means a 34% yield). (1) The reactants are [CH3:1][C:2]1([CH3:22])[O:6][N:5]=[C:4]([S:7]([CH2:10][C:11]2[CH:16]=[CH:15][CH:14]=[CH:13][C:12]=2[O:17][C:18]([F:21])([F:20])[F:19])(=[O:9])=[O:8])[CH2:3]1.C(N1CCN2CCN(CC(C)C)P1N(CC(C)C)CC2)C(C)C.C1C=CC(S(N(S(C2C=CC=CC=2)(=O)=O)[F:56])(=O)=O)=CC=1. The catalyst is C(#N)C. The product is [F:56][CH:10]([C:11]1[CH:16]=[CH:15][CH:14]=[CH:13][C:12]=1[O:17][C:18]([F:21])([F:19])[F:20])[S:7]([C:4]1[CH2:3][C:2]([CH3:22])([CH3:1])[O:6][N:5]=1)(=[O:8])=[O:9]. The yield is 0.690. (2) The reactants are [I:1][C:2]1[C:13]([C:14]([O:16][CH2:17][CH3:18])=[O:15])=[C:5]2[C:6](=O)[NH:7][C:8]3([CH2:11][CH2:10]3)[CH2:9][N:4]2[N:3]=1.CSC. The catalyst is C1COCC1. The product is [I:1][C:2]1[C:13]([C:14]([O:16][CH2:17][CH3:18])=[O:15])=[C:5]2[CH2:6][NH:7][C:8]3([CH2:11][CH2:10]3)[CH2:9][N:4]2[N:3]=1. The yield is 0.660. (3) The reactants are [ClH:1].[CH2:2]([C:5]1[N:6]=[C:7]([NH2:10])[NH:8][CH:9]=1)[C:3]#[CH:4].[N:11]([CH2:14][C:15]1[O:16][CH:17]=[CH:18][CH:19]=1)=[N+:12]=[N-:13]. No catalyst specified. The product is [ClH:1].[O:16]1[CH:17]=[CH:18][CH:19]=[C:15]1[CH2:14][N:11]1[CH:4]=[C:3]([CH2:2][C:5]2[N:6]=[C:7]([NH2:10])[NH:8][CH:9]=2)[N:13]=[N:12]1. The yield is 0.460. (4) The reactants are Br[CH2:2][CH:3]1[CH2:6][CH2:5][CH2:4]1.[Mg].II.[C:10]([N:14]1[CH:18]=[C:17]([CH:19]=[O:20])/[C:16](=[N:21]/[C:22](=[O:32])[C:23]2[CH:28]=[C:27]([Cl:29])[CH:26]=[CH:25][C:24]=2[O:30][CH3:31])/[S:15]1)([CH3:13])([CH3:12])[CH3:11]. The catalyst is C1COCC1. The product is [C:10]([N:14]1[CH:18]=[C:17]([CH:19]([OH:20])[CH2:2][CH:3]2[CH2:6][CH2:5][CH2:4]2)/[C:16](=[N:21]/[C:22](=[O:32])[C:23]2[CH:28]=[C:27]([Cl:29])[CH:26]=[CH:25][C:24]=2[O:30][CH3:31])/[S:15]1)([CH3:13])([CH3:12])[CH3:11]. The yield is 0.530.